From a dataset of Full USPTO retrosynthesis dataset with 1.9M reactions from patents (1976-2016). Predict the reactants needed to synthesize the given product. (1) Given the product [C:3]1([CH2:9][CH2:10][CH2:11][CH2:12][C:13]2[CH:14]=[CH:15][CH:16]=[CH:17][CH:18]=2)[CH:8]=[CH:7][CH:6]=[CH:5][CH:4]=1, predict the reactants needed to synthesize it. The reactants are: [H][H].[C:3]1([CH:9]=[CH:10][CH:11]=[CH:12][C:13]2[CH:18]=[CH:17][CH:16]=[CH:15][CH:14]=2)[CH:8]=[CH:7][CH:6]=[CH:5][CH:4]=1. (2) Given the product [F:29][C:24]1[C:23]2[C:18](=[CH:19][CH:20]=[CH:21][CH:22]=2)[N:17]=[C:16]([C:13]2[CH:14]=[CH:15][C:10]([N:2]([CH3:1])[C:3](=[O:9])[O:4][C:5]([CH3:8])([CH3:7])[CH3:6])=[CH:11][CH:12]=2)[CH:25]=1, predict the reactants needed to synthesize it. The reactants are: [CH3:1][N:2]([C:10]1[CH:15]=[CH:14][C:13]([C:16]2[CH:25]=[C:24]([N+]([O-])=O)[C:23]3[C:18](=[CH:19][CH:20]=[CH:21][CH:22]=3)[N:17]=2)=[CH:12][CH:11]=1)[C:3](=[O:9])[O:4][C:5]([CH3:8])([CH3:7])[CH3:6].[F-:29].[K+].